From a dataset of Reaction yield outcomes from USPTO patents with 853,638 reactions. Predict the reaction yield, written as a fraction of the theoretical maximum amount of product (1.0 means a 100% yield; for example, 0.34 means a 34% yield). (1) The reactants are C1(S([N:10]2[C:14]3=[N:15][CH:16]=[CH:17][CH:18]=[C:13]3[CH:12]=[C:11]2[C:19]([C:26]2[CH:31]=[CH:30][C:29]([S:32]([CH3:35])(=[O:34])=[O:33])=[CH:28][CH:27]=2)=[CH:20][CH:21]2[CH2:25][CH2:24][CH2:23][O:22]2)(=O)=O)C=CC=CC=1.[OH-].[Na+]. The catalyst is C(O)C.O1CCCC1.ClCCl. The product is [CH3:35][S:32]([C:29]1[CH:28]=[CH:27][C:26](/[C:19](/[C:11]2[NH:10][C:14]3=[N:15][CH:16]=[CH:17][CH:18]=[C:13]3[CH:12]=2)=[CH:20]/[CH:21]2[CH2:25][CH2:24][CH2:23][O:22]2)=[CH:31][CH:30]=1)(=[O:33])=[O:34]. The yield is 0.750. (2) The reactants are [F:1][CH2:2][CH2:3][O:4][C:5]1[CH:10]=[CH:9][C:8]([N:11]2[CH2:16][CH2:15][NH:14][CH2:13][CH2:12]2)=[CH:7][CH:6]=1.C(N(C(C)C)CC)(C)C.[N:26]1([C:31](=N)[NH2:32])C=CC=N1. The catalyst is C(#N)C. The product is [F:1][CH2:2][CH2:3][O:4][C:5]1[CH:6]=[CH:7][C:8]([N:11]2[CH2:12][CH2:13][N:14]([C:31]([NH2:32])=[NH:26])[CH2:15][CH2:16]2)=[CH:9][CH:10]=1. The yield is 0.580. (3) The reactants are [N:1]([C:4]1[CH:82]=[CH:81][C:7]([CH2:8][O:9][C:10]([NH:12][C@@H:13]([CH2:74][S:75][S:76][C:77]([CH3:80])([CH3:79])[CH3:78])[C:14]([NH:16][CH2:17][CH2:18][CH2:19][CH2:20][C@@H:21]([NH:66]C(OC(C)(C)C)=O)[C:22]([O:24][C@H:25]2[C@@H:29]([OH:30])[C@H:28]([N:31]3[CH:39]=[N:38][C:37]4[C:32]3=[N:33][CH:34]=[N:35][C:36]=4[NH2:40])[O:27][C@H:26]2[CH2:41][O:42][P:43]([O:46][C@H:47]2[CH2:51][C@H:50]([N:52]3[CH:57]=[CH:56][C:55]([NH2:58])=[N:54][C:53]3=[O:59])[O:49][C@@H:48]2[CH2:60][O:61][P:62]([OH:65])([OH:64])=[O:63])([OH:45])=[O:44])=[O:23])=[O:15])=[O:11])=[CH:6][CH:5]=1)=[N+:2]=[N-:3].FC(F)(F)C(O)=O. The catalyst is ClCCl. The product is [NH2:66][C@H:21]([CH2:20][CH2:19][CH2:18][CH2:17][NH:16][C:14](=[O:15])[C@@H:13]([NH:12][C:10]([O:9][CH2:8][C:7]1[CH:81]=[CH:82][C:4]([N:1]=[N+:2]=[N-:3])=[CH:5][CH:6]=1)=[O:11])[CH2:74][S:75][S:76][C:77]([CH3:80])([CH3:79])[CH3:78])[C:22]([O:24][C@H:25]1[C@@H:29]([OH:30])[C@H:28]([N:31]2[CH:39]=[N:38][C:37]3[C:32]2=[N:33][CH:34]=[N:35][C:36]=3[NH2:40])[O:27][C@H:26]1[CH2:41][O:42][P:43]([O:46][C@H:47]1[CH2:51][C@H:50]([N:52]2[CH:57]=[CH:56][C:55]([NH2:58])=[N:54][C:53]2=[O:59])[O:49][C@@H:48]1[CH2:60][O:61][P:62]([OH:65])([OH:64])=[O:63])([OH:45])=[O:44])=[O:23]. The yield is 0.280. (4) The reactants are [C:1]([C:3]1[CH:4]=[C:5]([NH:9][C:10](=[O:32])[NH:11][C:12]2[CH:17]=[CH:16][C:15]([S:18]([NH:21][C:22]3[CH:27]=[CH:26][C:25]([S:28](=[O:31])(=[O:30])[NH2:29])=[CH:24][CH:23]=3)(=[O:20])=[O:19])=[CH:14][CH:13]=2)[CH:6]=[CH:7][CH:8]=1)#[N:2].[NH:33]1[CH2:38][CH2:37][O:36][CH2:35][CH2:34]1.CCN(C(C)C)C(C)C. No catalyst specified. The product is [NH:2]=[C:1]([N:33]1[CH2:38][CH2:37][O:36][CH2:35][CH2:34]1)[C:3]1[CH:4]=[C:5]([NH:9][C:10](=[O:32])[NH:11][C:12]2[CH:17]=[CH:16][C:15]([S:18]([NH:21][C:22]3[CH:27]=[CH:26][C:25]([S:28](=[O:30])(=[O:31])[NH2:29])=[CH:24][CH:23]=3)(=[O:20])=[O:19])=[CH:14][CH:13]=2)[CH:6]=[CH:7][CH:8]=1. The yield is 0.316. (5) The product is [Cl:20][C:21]1[C:26]([NH:19][C@H:17]([C:7]2[N:6]=[C:5]3[CH:4]=[CH:3][N:2]([CH3:1])[C:10]3=[CH:9][C:8]=2[N:11]2[CH2:12][CH2:13][O:14][CH2:15][CH2:16]2)[CH3:18])=[N:25][C:24]([NH2:28])=[N:23][C:22]=1[NH2:29]. The catalyst is CN(C=O)C. The reactants are [CH3:1][N:2]1[C:10]2[C:5](=[N:6][C:7]([C@@H:17]([NH2:19])[CH3:18])=[C:8]([N:11]3[CH2:16][CH2:15][O:14][CH2:13][CH2:12]3)[CH:9]=2)[CH:4]=[CH:3]1.[Cl:20][C:21]1[C:22]([NH2:29])=[N:23][C:24]([NH2:28])=[N:25][C:26]=1Cl.CCN(CC)CC. The yield is 0.140.